Dataset: Forward reaction prediction with 1.9M reactions from USPTO patents (1976-2016). Task: Predict the product of the given reaction. (1) The product is: [F:35][C:31]1[CH:30]=[C:29]2[C:34]([C:25]([NH:23][C:12]3[C:11]([C:8]4[CH:7]=[CH:6][C:5]([S:2]([CH3:1])(=[O:3])=[O:4])=[CH:10][CH:9]=4)=[CH:16][N:15]=[C:14]([N:17]4[CH2:22][CH2:21][O:20][CH2:19][CH2:18]4)[CH:13]=3)=[C:26]([CH3:42])[C:27]([C:36]3[CH:41]=[CH:40][CH:39]=[CH:38][N:37]=3)=[N:28]2)=[CH:33][CH:32]=1. Given the reactants [CH3:1][S:2]([C:5]1[CH:10]=[CH:9][C:8]([C:11]2[C:12]([NH2:23])=[CH:13][C:14]([N:17]3[CH2:22][CH2:21][O:20][CH2:19][CH2:18]3)=[N:15][CH:16]=2)=[CH:7][CH:6]=1)(=[O:4])=[O:3].Cl[C:25]1[C:34]2[C:29](=[CH:30][C:31]([F:35])=[CH:32][CH:33]=2)[N:28]=[C:27]([C:36]2[CH:41]=[CH:40][CH:39]=[CH:38][N:37]=2)[C:26]=1[CH3:42].C1(P(C2CCCCC2)C2C=CC=CC=2C2C(C(C)C)=CC(C(C)C)=CC=2C(C)C)CCCCC1.CC(C)([O-])C.[Na+], predict the reaction product. (2) Given the reactants Br[C:2]1[CH:3]=[N:4][CH:5]=[C:6]([C:8]#[C:9][CH3:10])[CH:7]=1.[B:11](OC(C)C)([O:16]C(C)C)[O:12]C(C)C.[Li]CCCC.Cl.[OH-].[Na+], predict the reaction product. The product is: [C:8]([C:6]1[CH:7]=[C:2]([B:11]([OH:16])[OH:12])[CH:3]=[N:4][CH:5]=1)#[C:9][CH3:10]. (3) The product is: [NH2:1][C:4]1[CH:5]=[CH:6][C:7]([CH2:8][NH:9][C:10](=[O:12])[CH3:11])=[CH:13][CH:14]=1. Given the reactants [N+:1]([C:4]1[CH:14]=[CH:13][C:7]([CH2:8][NH:9][C:10](=[O:12])[CH3:11])=[CH:6][CH:5]=1)([O-])=O.[H][H], predict the reaction product. (4) Given the reactants [OH:1][CH2:2][C@H:3]1[C@H:8]([OH:9])[CH:7]=[CH:6][CH2:5][O:4]1.N1C=CN=C1.[CH3:15][C:16]([Si:19](Cl)([CH3:21])[CH3:20])([CH3:18])[CH3:17], predict the reaction product. The product is: [Si:19]([O:1][CH2:2][C@H:3]1[C@H:8]([OH:9])[CH:7]=[CH:6][CH2:5][O:4]1)([C:16]([CH3:18])([CH3:17])[CH3:15])([CH3:21])[CH3:20]. (5) The product is: [CH3:1][O:2][C:3]([C@@H:5]1[CH2:10][CH2:9][C@H:8]([O:11][C:12]2[CH:20]=[CH:19][C:15]([C:16]([Cl:24])=[O:17])=[CH:14][CH:13]=2)[CH2:7][CH2:6]1)=[O:4]. Given the reactants [CH3:1][O:2][C:3]([C@@H:5]1[CH2:10][CH2:9][C@H:8]([O:11][C:12]2[CH:20]=[CH:19][C:15]([C:16](O)=[O:17])=[CH:14][CH:13]=2)[CH2:7][CH2:6]1)=[O:4].C(Cl)(=O)C([Cl:24])=O, predict the reaction product.